This data is from NCI-60 drug combinations with 297,098 pairs across 59 cell lines. The task is: Regression. Given two drug SMILES strings and cell line genomic features, predict the synergy score measuring deviation from expected non-interaction effect. Drug 1: CC1C(C(CC(O1)OC2CC(CC3=C2C(=C4C(=C3O)C(=O)C5=C(C4=O)C(=CC=C5)OC)O)(C(=O)C)O)N)O.Cl. Drug 2: C1CCC(CC1)NC(=O)N(CCCl)N=O. Cell line: U251. Synergy scores: CSS=55.2, Synergy_ZIP=-6.58, Synergy_Bliss=-3.38, Synergy_Loewe=-13.5, Synergy_HSA=-0.631.